This data is from Forward reaction prediction with 1.9M reactions from USPTO patents (1976-2016). The task is: Predict the product of the given reaction. Given the reactants Cl[C:2]1[C:3]2[S:10][CH:9]=[CH:8][C:4]=2[N:5]=[CH:6][N:7]=1.C(N(C(C)C)CC)(C)C.[NH:20]1[CH2:25][CH2:24][CH:23]([CH2:26][CH2:27][NH:28][C:29](=[O:35])[O:30][C:31]([CH3:34])([CH3:33])[CH3:32])[CH2:22][CH2:21]1, predict the reaction product. The product is: [N:5]1[C:4]2[CH:8]=[CH:9][S:10][C:3]=2[C:2]([N:20]2[CH2:25][CH2:24][CH:23]([CH2:26][CH2:27][NH:28][C:29](=[O:35])[O:30][C:31]([CH3:33])([CH3:32])[CH3:34])[CH2:22][CH2:21]2)=[N:7][CH:6]=1.